Dataset: Reaction yield outcomes from USPTO patents with 853,638 reactions. Task: Predict the reaction yield, written as a fraction of the theoretical maximum amount of product (1.0 means a 100% yield; for example, 0.34 means a 34% yield). (1) The reactants are [Cl:1][C:2]1[CH:7]=[C:6]([C:8]([O:17][CH2:18][C:19]2[CH:24]=[CH:23][C:22]([O:25][CH3:26])=[CH:21][CH:20]=2)([C:13]([F:16])([F:15])[F:14])[C:9]([F:12])([F:11])[F:10])[CH:5]=[CH:4][C:3]=1[OH:27].[CH2:28](Br)[C:29]1[CH:34]=[CH:33][CH:32]=[CH:31][CH:30]=1.C([O-])([O-])=O.[Cs+].[Cs+].[I-].[K+]. The catalyst is CC(C)=O. The product is [CH2:28]([O:27][C:3]1[CH:4]=[CH:5][C:6]([C:8]([O:17][CH2:18][C:19]2[CH:24]=[CH:23][C:22]([O:25][CH3:26])=[CH:21][CH:20]=2)([C:13]([F:14])([F:15])[F:16])[C:9]([F:11])([F:12])[F:10])=[CH:7][C:2]=1[Cl:1])[C:29]1[CH:34]=[CH:33][CH:32]=[CH:31][CH:30]=1. The yield is 0.670. (2) The yield is 0.310. The product is [NH2:1][C:2]1[S:3][C:4]([O:14][CH3:13])=[C:5]([C:7]([NH:9][CH2:10][CH3:11])=[O:8])[N:6]=1. The catalyst is CO. The reactants are [NH2:1][C:2]1[S:3][C:4](Cl)=[C:5]([C:7]([NH:9][CH2:10][CH3:11])=[O:8])[N:6]=1.[CH3:13][O-:14].[Na+]. (3) The reactants are [C:1]([O:5][C:6](=[O:22])[NH:7][CH2:8][CH2:9][C:10]1[C:18]2[C:13](=[CH:14][C:15]([N+:19]([O-])=O)=[CH:16][CH:17]=2)[NH:12][CH:11]=1)([CH3:4])([CH3:3])[CH3:2]. The catalyst is CCO.[Ni]. The product is [C:1]([O:5][C:6](=[O:22])[NH:7][CH2:8][CH2:9][C:10]1[C:18]2[C:13](=[CH:14][C:15]([NH2:19])=[CH:16][CH:17]=2)[NH:12][CH:11]=1)([CH3:4])([CH3:2])[CH3:3]. The yield is 0.670. (4) The product is [O:14]1[CH2:15][CH2:16][CH:11]([O:10][C:5]2[CH:4]=[CH:3][C:2]([B:17]3[O:21][C:20]([CH3:23])([CH3:22])[C:19]([CH3:25])([CH3:24])[O:18]3)=[CH:9][C:6]=2[C:7]#[N:8])[CH2:12][CH2:13]1. The yield is 0.980. The reactants are Br[C:2]1[CH:3]=[CH:4][C:5]([O:10][CH:11]2[CH2:16][CH2:15][O:14][CH2:13][CH2:12]2)=[C:6]([CH:9]=1)[C:7]#[N:8].[B:17]1([B:17]2[O:21][C:20]([CH3:23])([CH3:22])[C:19]([CH3:25])([CH3:24])[O:18]2)[O:21][C:20]([CH3:23])([CH3:22])[C:19]([CH3:25])([CH3:24])[O:18]1.CC([O-])=O.[K+]. The catalyst is O1CCOCC1.C1C=CC(P(C2C=CC=CC=2)[C-]2C=CC=C2)=CC=1.C1C=CC(P(C2C=CC=CC=2)[C-]2C=CC=C2)=CC=1.Cl[Pd]Cl.[Fe+2].